Predict the reactants needed to synthesize the given product. From a dataset of Full USPTO retrosynthesis dataset with 1.9M reactions from patents (1976-2016). (1) Given the product [F:11][C:3]1[CH:4]=[C:5]([N+:8]([O-:10])=[O:9])[CH:6]=[CH:7][C:2]=1[N:18]1[CH:22]=[CH:21][CH:20]=[N:19]1, predict the reactants needed to synthesize it. The reactants are: F[C:2]1[CH:7]=[CH:6][C:5]([N+:8]([O-:10])=[O:9])=[CH:4][C:3]=1[F:11].C([O-])([O-])=O.[K+].[K+].[NH:18]1[CH:22]=[CH:21][CH:20]=[N:19]1.CS(C)=O. (2) Given the product [Cl:23][C:8]1[CH:7]=[C:6]([C:11]2[CH:16]=[CH:15][C:14]([C:17]([F:20])([F:19])[F:18])=[CH:13][CH:12]=2)[CH:5]=[C:4]([CH:1]2[CH2:3][CH2:2]2)[N:9]=1, predict the reactants needed to synthesize it. The reactants are: [CH:1]1([C:4]2[NH:9][C:8](=O)[CH:7]=[C:6]([C:11]3[CH:16]=[CH:15][C:14]([C:17]([F:20])([F:19])[F:18])=[CH:13][CH:12]=3)[CH:5]=2)[CH2:3][CH2:2]1.P(Cl)(Cl)([Cl:23])=O. (3) The reactants are: [Cl:1][C:2]1[N:7]=[CH:6][C:5]([S:8](Cl)(=[O:10])=[O:9])=[CH:4][CH:3]=1.[CH3:12][N:13]([CH3:17])[CH2:14][CH2:15][NH2:16]. Given the product [Cl:1][C:2]1[N:7]=[CH:6][C:5]([S:8]([NH:16][CH2:15][CH2:14][N:13]([CH3:17])[CH3:12])(=[O:10])=[O:9])=[CH:4][CH:3]=1, predict the reactants needed to synthesize it. (4) Given the product [Cl-:10].[C:32]([CH2:31][N+:16]1([CH2:20][CH2:21][CH2:22][C:23]2[CH:28]=[CH:27][C:26]([O:29][CH3:30])=[CH:25][CH:24]=2)[CH2:17][CH2:18][CH2:19][CH:14]([NH:13][C:11]([C:4]2[C:3]([NH2:2])=[N:8][C:7]([NH2:9])=[C:6]([Cl:10])[N:5]=2)=[O:12])[CH2:15]1)([OH:34])=[O:33], predict the reactants needed to synthesize it. The reactants are: [Cl-].[NH2:2][C:3]1[C:4]([C:11]([NH:13][CH:14]2[CH2:19][CH2:18][CH2:17][N+:16]([CH2:31][C:32]([O:34]CC)=[O:33])([CH2:20][CH2:21][CH2:22][C:23]3[CH:28]=[CH:27][C:26]([O:29][CH3:30])=[CH:25][CH:24]=3)[CH2:15]2)=[O:12])=[N:5][C:6]([Cl:10])=[C:7]([NH2:9])[N:8]=1. (5) Given the product [OH:1][CH:2]([CH2:8][N:9]([CH3:24])[S:10]([C:13]1[CH:18]=[CH:17][CH:16]=[CH:15][C:14]=1[N+:19]([O-:21])=[O:20])(=[O:11])=[O:12])[CH2:3][C:4]([O:6][CH3:7])=[O:5], predict the reactants needed to synthesize it. The reactants are: [OH:1][CH:2]([CH2:8][NH:9][S:10]([C:13]1[CH:18]=[CH:17][CH:16]=[CH:15][C:14]=1[N+:19]([O-:21])=[O:20])(=[O:12])=[O:11])[CH2:3][C:4]([O:6][CH3:7])=[O:5].IC.[C:24]([O-])([O-])=O.[K+].[K+].